The task is: Predict the reaction yield, written as a fraction of the theoretical maximum amount of product (1.0 means a 100% yield; for example, 0.34 means a 34% yield).. This data is from Reaction yield outcomes from USPTO patents with 853,638 reactions. (1) No catalyst specified. The yield is 0.600. The reactants are [NH:1]1[C:9]2[C:4](=[CH:5][C:6](B(O)O)=[CH:7][CH:8]=2)[CH:3]=[CH:2]1.[NH2:13][C:14]1[N:15]=[C:16]([N:25]2[CH2:30][CH2:29][N:28]([C:31](=[O:41])[CH2:32][O:33][C:34]3[CH:39]=[CH:38][C:37]([Cl:40])=[CH:36][CH:35]=3)[CH2:27][CH2:26]2)[C:17]2[N:23]=[C:22](Cl)[CH:21]=[CH:20][C:18]=2[N:19]=1. The product is [NH2:13][C:14]1[N:15]=[C:16]([N:25]2[CH2:26][CH2:27][N:28]([C:31](=[O:41])[CH2:32][O:33][C:34]3[CH:39]=[CH:38][C:37]([Cl:40])=[CH:36][CH:35]=3)[CH2:29][CH2:30]2)[C:17]2[N:23]=[C:22]([C:6]3[CH:5]=[C:4]4[C:9](=[CH:8][CH:7]=3)[NH:1][CH:2]=[CH:3]4)[CH:21]=[CH:20][C:18]=2[N:19]=1. (2) The reactants are Cl[C:2]1[NH:3][C:4]([C:12]2[CH:17]=[CH:16][CH:15]=[CH:14][CH:13]=2)=[CH:5][C:6]=1[C:7]([O:9][CH2:10][CH3:11])=[O:8]. The catalyst is C(O)C.[C].[Pd]. The product is [C:12]1([C:4]2[NH:3][CH:2]=[C:6]([C:7]([O:9][CH2:10][CH3:11])=[O:8])[CH:5]=2)[CH:13]=[CH:14][CH:15]=[CH:16][CH:17]=1. The yield is 0.620.